Dataset: Forward reaction prediction with 1.9M reactions from USPTO patents (1976-2016). Task: Predict the product of the given reaction. (1) Given the reactants [F:1][C:2]1[CH:7]=[CH:6][C:5]([N:8]2[CH:11]([C:12]3[CH:17]=[CH:16][C:15]([O:18][CH2:19][CH2:20][CH2:21][CH2:22][CH2:23][CH2:24][CH2:25][CH2:26]I)=[CH:14][CH:13]=3)[CH:10]([CH2:28][CH2:29][CH:30]([C:32]3[CH:37]=[CH:36][C:35]([F:38])=[CH:34][CH:33]=3)[OH:31])[C:9]2=[O:39])=[CH:4][CH:3]=1.[CH3:40][NH:41][CH2:42][CH:43]([OH:52])[CH:44]([OH:51])[CH:45]([OH:50])[CH:46]([OH:49])[CH2:47][OH:48], predict the reaction product. The product is: [F:1][C:2]1[CH:7]=[CH:6][C:5]([N:8]2[CH:11]([C:12]3[CH:17]=[CH:16][C:15]([O:18][CH2:19][CH2:20][CH2:21][CH2:22][CH2:23][CH2:24][CH2:25][CH2:26][N:41]([CH3:40])[CH2:42][CH:43]([OH:52])[CH:44]([OH:51])[CH:45]([OH:50])[CH:46]([OH:49])[CH2:47][OH:48])=[CH:14][CH:13]=3)[CH:10]([CH2:28][CH2:29][CH:30]([C:32]3[CH:37]=[CH:36][C:35]([F:38])=[CH:34][CH:33]=3)[OH:31])[C:9]2=[O:39])=[CH:4][CH:3]=1. (2) Given the reactants [F:1][C:2]1[CH:42]=[CH:41][C:5]([CH2:6][O:7][CH2:8][C:9]([NH:11][CH2:12][C:13]#[C:14][C:15]2[CH:20]=[CH:19][C:18]([S:21]([NH:24][C:25]3[CH:30]=[CH:29][C:28]([NH:31][C:32](=[O:38])[O:33][C:34]([CH3:37])([CH3:36])[CH3:35])=[C:27]([O:39][CH3:40])[CH:26]=3)(=[O:23])=[O:22])=[CH:17][CH:16]=2)=[O:10])=[CH:4][CH:3]=1, predict the reaction product. The product is: [F:1][C:2]1[CH:3]=[CH:4][C:5]([CH2:6][O:7][CH2:8][C:9]([NH:11][CH2:12][CH2:13][CH2:14][C:15]2[CH:20]=[CH:19][C:18]([S:21]([NH:24][C:25]3[CH:30]=[CH:29][C:28]([NH:31][C:32](=[O:38])[O:33][C:34]([CH3:37])([CH3:36])[CH3:35])=[C:27]([O:39][CH3:40])[CH:26]=3)(=[O:22])=[O:23])=[CH:17][CH:16]=2)=[O:10])=[CH:41][CH:42]=1. (3) The product is: [NH2:8][C:9]1([CH2:13][NH:14][C:15]2[C:24]3[C:19](=[CH:20][CH:21]=[C:22]([CH3:25])[CH:23]=3)[N:18]=[C:17]([N:26]3[CH2:32][C:31]4[CH:33]=[C:34]([N:37]5[CH2:42][CH2:41][O:40][CH2:39][CH2:38]5)[CH:35]=[CH:36][C:30]=4[S:29](=[O:43])(=[O:44])[CH2:28][CH2:27]3)[CH:16]=2)[CH2:10][O:11][CH2:12]1. Given the reactants C([N:8](CC1C=CC=CC=1)[C:9]1([CH2:13][NH:14][C:15]2[C:24]3[C:19](=[CH:20][CH:21]=[C:22]([CH3:25])[CH:23]=3)[N:18]=[C:17]([N:26]3[CH2:32][C:31]4[CH:33]=[C:34]([N:37]5[CH2:42][CH2:41][O:40][CH2:39][CH2:38]5)[CH:35]=[CH:36][C:30]=4[S:29](=[O:44])(=[O:43])[CH2:28][CH2:27]3)[CH:16]=2)[CH2:12][O:11][CH2:10]1)C1C=CC=CC=1.FC(F)(F)C(O)=O.C(=O)(O)[O-].[Na+], predict the reaction product. (4) Given the reactants [CH3:1][N:2]([CH3:17])[CH:3]=[CH:4][C:5]([C:7]1[CH:12]=[CH:11][C:10]([C:13]([F:16])([F:15])[F:14])=[CH:9][CH:8]=1)=O.O=P(Cl)(Cl)[Cl:20].[Cl:23]([O-:27])(=[O:26])(=[O:25])=[O:24].[Na+], predict the reaction product. The product is: [Cl:23]([O-:27])(=[O:26])(=[O:25])=[O:24].[Cl:20][C:5]([C:7]1[CH:12]=[CH:11][C:10]([C:13]([F:16])([F:15])[F:14])=[CH:9][CH:8]=1)=[CH:4][CH:3]=[N+:2]([CH3:17])[CH3:1]. (5) Given the reactants C[Al](C)C.[N:5]([Si](C)(C)C)=[N+:6]=[N-:7].[C:12]12([CH2:22][NH:23][C:24]([C:26]3[N:31]4[CH:32]=[C:33]([CH2:35][CH2:36][C:37]#[N:38])[N:34]=[C:30]4[CH:29]=[CH:28][CH:27]=3)=[O:25])[CH2:21][CH:16]3[CH2:17][CH:18]([CH2:20][CH:14]([CH2:15]3)[CH2:13]1)[CH2:19]2, predict the reaction product. The product is: [C:12]12([CH2:22][NH:23][C:24]([C:26]3[N:31]4[CH:32]=[C:33]([CH2:35][CH2:36][C:37]5[NH:38][N:7]=[N:6][N:5]=5)[N:34]=[C:30]4[CH:29]=[CH:28][CH:27]=3)=[O:25])[CH2:19][CH:18]3[CH2:20][CH:14]([CH2:15][CH:16]([CH2:17]3)[CH2:21]1)[CH2:13]2. (6) Given the reactants C([NH:4][C:5]1[CH:6]=[C:7]2[C:12](=[CH:13][CH:14]=1)[C:10](=[O:11])[O:9][CH2:8]2)(=O)C.[H-].[Na+].[OH:17][C:18]([C:40]([F:43])([F:42])[F:41])([CH2:31][CH:32]([C:34]1[CH:39]=[CH:38][CH:37]=[CH:36][CH:35]=1)[CH3:33])[CH2:19]OS(C1C=CC(C)=CC=1)(=O)=O, predict the reaction product. The product is: [OH:17][C:18]([C:40]([F:41])([F:42])[F:43])([CH2:31][CH:32]([C:34]1[CH:35]=[CH:36][CH:37]=[CH:38][CH:39]=1)[CH3:33])[CH2:19][NH:4][C:5]1[CH:6]=[C:7]2[C:12](=[CH:13][CH:14]=1)[C:10](=[O:11])[O:9][CH2:8]2. (7) Given the reactants [CH2:1]([O:8][C:9]1[CH:17]=[CH:16][CH:15]=[C:14]2[C:10]=1[CH:11]=[C:12]([C:19]([O:21]CC)=[O:20])[N:13]2[CH3:18])[C:2]1[CH:7]=[CH:6][CH:5]=[CH:4][CH:3]=1.O[Li].O, predict the reaction product. The product is: [CH2:1]([O:8][C:9]1[CH:17]=[CH:16][CH:15]=[C:14]2[C:10]=1[CH:11]=[C:12]([C:19]([OH:21])=[O:20])[N:13]2[CH3:18])[C:2]1[CH:7]=[CH:6][CH:5]=[CH:4][CH:3]=1. (8) The product is: [Br:13][C:10]1[CH:11]=[CH:12][C:7]2[O:6][C:5]([C:4]([OH:3])=[O:17])=[C:14]([CH3:15])[C:8]=2[CH:9]=1. Given the reactants C([O:3][C:4](=[O:17])[CH2:5][O:6][C:7]1[CH:12]=[CH:11][C:10]([Br:13])=[CH:9][C:8]=1[C:14](=O)[CH3:15])C.[O-]CC.[Na+].CO.ClCCl, predict the reaction product. (9) Given the reactants Cl[C:2]1[C:11]2[C:6](=[CH:7][CH:8]=[C:9]([I:12])[CH:10]=2)[N:5]=[CH:4][CH:3]=1.[C:13]([O:17][C:18]([N:20]1[CH2:25][CH2:24][CH:23]([OH:26])[CH2:22][CH2:21]1)=[O:19])([CH3:16])([CH3:15])[CH3:14].CO, predict the reaction product. The product is: [C:13]([O:17][C:18]([N:20]1[CH2:25][CH2:24][CH:23]([O:26][C:2]2[C:11]3[C:6](=[CH:7][CH:8]=[C:9]([I:12])[CH:10]=3)[N:5]=[CH:4][CH:3]=2)[CH2:22][CH2:21]1)=[O:19])([CH3:16])([CH3:14])[CH3:15].